From a dataset of Full USPTO retrosynthesis dataset with 1.9M reactions from patents (1976-2016). Predict the reactants needed to synthesize the given product. (1) Given the product [Cl:1][C:2]1[CH:3]=[C:4]2[C:9](=[CH:10][C:11]=1[O:12][C:13]1[CH:18]=[CH:17][C:16]([C:19](=[O:30])[NH:20][CH2:21][C:22]3[CH:27]=[CH:26][C:25]([Cl:28])=[C:24]([Cl:29])[CH:23]=3)=[CH:15][CH:14]=1)[O:8][CH2:7][CH2:6][CH:5]2[C:31]([OH:33])=[O:32], predict the reactants needed to synthesize it. The reactants are: [Cl:1][C:2]1[CH:3]=[C:4]2[C:9](=[CH:10][C:11]=1[O:12][C:13]1[CH:18]=[CH:17][C:16]([C:19](=[O:30])[NH:20][CH2:21][C:22]3[CH:27]=[CH:26][C:25]([Cl:28])=[C:24]([Cl:29])[CH:23]=3)=[CH:15][CH:14]=1)[O:8][CH2:7][CH2:6][CH:5]2[C:31]([O:33]CC)=[O:32].[OH-].[Na+].C1COCC1.Cl. (2) Given the product [NH2:48][C:44]1[N:43]=[CH:42][N:41]=[C:40]2[C:45]=1[N:46]=[CH:47][N:39]2[C@@H:31]1[O:30][C@H:29]([CH2:28][N:10]([CH2:9][CH2:8][NH2:7])[CH2:11][CH2:12][CH2:13][NH:14][C:15]([NH:17][C:18]2[CH:23]=[CH:22][C:21]([C:24]([CH3:27])([CH3:25])[CH3:26])=[CH:20][CH:19]=2)=[O:16])[C@@H:36]([OH:35])[C@H:32]1[OH:33], predict the reactants needed to synthesize it. The reactants are: C(OC(=O)[NH:7][CH2:8][CH2:9][N:10]([CH2:28][C@@H:29]1[C@@H:36]2[C@@H:32]([O:33]C(C)(C)[O:35]2)[C@H:31]([N:39]2[CH:47]=[N:46][C:45]3[C:40]2=[N:41][CH:42]=[N:43][C:44]=3[NH2:48])[O:30]1)[CH2:11][CH2:12][CH2:13][NH:14][C:15]([NH:17][C:18]1[CH:23]=[CH:22][C:21]([C:24]([CH3:27])([CH3:26])[CH3:25])=[CH:20][CH:19]=1)=[O:16])(C)(C)C. (3) Given the product [ClH:1].[CH2:13]([N:20]1[C:28]2[C:23](=[CH:24][C:25]([NH:29][C:2]3[C:11]4[C:6](=[CH:7][C:8]([I:12])=[CH:9][CH:10]=4)[N:5]=[CH:4][N:3]=3)=[CH:26][CH:27]=2)[CH:22]=[N:21]1)[C:14]1[CH:15]=[CH:16][CH:17]=[CH:18][CH:19]=1, predict the reactants needed to synthesize it. The reactants are: [Cl:1][C:2]1[C:11]2[C:6](=[CH:7][C:8]([I:12])=[CH:9][CH:10]=2)[N:5]=[CH:4][N:3]=1.[CH2:13]([N:20]1[C:28]2[C:23](=[CH:24][C:25]([NH2:29])=[CH:26][CH:27]=2)[CH:22]=[N:21]1)[C:14]1[CH:19]=[CH:18][CH:17]=[CH:16][CH:15]=1. (4) Given the product [N+:15]([C:12]1[CH:11]=[CH:10][C:9]([O:8][C:6]2[CH:5]=[CH:4][N:3]=[C:2]([NH:1][C:18](=[O:27])[N:20]([CH3:23])[CH3:21])[CH:7]=2)=[CH:14][CH:13]=1)([O-:17])=[O:16], predict the reactants needed to synthesize it. The reactants are: [NH2:1][C:2]1[CH:7]=[C:6]([O:8][C:9]2[CH:14]=[CH:13][C:12]([N+:15]([O-:17])=[O:16])=[CH:11][CH:10]=2)[CH:5]=[CH:4][N:3]=1.[CH2:18]([N:20]([CH2:23]C)[CH2:21]C)C.ClC(OC1C=CC=CC=1)=[O:27].CNC. (5) Given the product [CH:27]1([CH2:26][N:10]2[C:9]3[N:8]=[C:7]([CH2:6][C:5]4[CH:4]=[CH:3][C:2]([NH:1][C:36](=[O:37])[CH2:35][N:33]([CH3:34])[CH3:32])=[CH:31][CH:30]=4)[NH:15][C:14]=3[C:13](=[O:16])[N:12]([CH2:17][C:18]3[CH:23]=[CH:22][CH:21]=[CH:20][C:19]=3[F:24])[C:11]2=[O:25])[CH2:28][CH2:29]1, predict the reactants needed to synthesize it. The reactants are: [NH2:1][C:2]1[CH:31]=[CH:30][C:5]([CH2:6][C:7]2[NH:15][C:14]3[C:13](=[O:16])[N:12]([CH2:17][C:18]4[CH:23]=[CH:22][CH:21]=[CH:20][C:19]=4[F:24])[C:11](=[O:25])[N:10]([CH2:26][CH:27]4[CH2:29][CH2:28]4)[C:9]=3[N:8]=2)=[CH:4][CH:3]=1.[CH3:32][N:33]([CH2:35][C:36](O)=[O:37])[CH3:34].C(N(CC)C(C)C)(C)C. (6) Given the product [NH:4]1[CH2:5][CH2:6][CH2:7][C@H:2]([NH:1][C:24]([C:16]2[NH:15][C:23]3[C:18]([CH:17]=2)=[CH:19][CH:20]=[CH:21][CH:22]=3)=[O:25])[CH2:3]1, predict the reactants needed to synthesize it. The reactants are: [NH2:1][C@H:2]1[CH2:7][CH2:6][CH2:5][N:4](C(OC(C)(C)C)=O)[CH2:3]1.[NH:15]1[C:23]2[C:18](=[CH:19][CH:20]=[CH:21][CH:22]=2)[CH:17]=[C:16]1[C:24](O)=[O:25].N. (7) Given the product [C:13]([C:16]1([NH:12][C:10]2[CH:9]=[CH:8][C:3]([C:4]([NH:6][CH3:7])=[O:5])=[C:2]([F:1])[CH:11]=2)[CH2:19][CH2:18][CH2:17]1)#[N:14], predict the reactants needed to synthesize it. The reactants are: [F:1][C:2]1[CH:11]=[C:10]([NH2:12])[CH:9]=[CH:8][C:3]=1[C:4]([NH:6][CH3:7])=[O:5].[C-:13]#[N:14].[Na+].[C:16]1(=O)[CH2:19][CH2:18][CH2:17]1. (8) Given the product [C:1]([O:4][CH:5]1[CH:10]([CH3:11])[CH2:9][CH:8]([C:12]2[CH:17]=[CH:16][N:15]=[CH:14][C:13]=2[NH2:18])[CH2:7][CH:6]1[NH:21][C:22]([O:24][C:25]([CH3:26])([CH3:28])[CH3:27])=[O:23])(=[O:3])[CH3:2], predict the reactants needed to synthesize it. The reactants are: [C:1]([O:4][CH:5]1[CH:10]([CH3:11])[CH2:9][C:8]([C:12]2[CH:17]=[CH:16][N:15]=[CH:14][C:13]=2[N+:18]([O-])=O)=[CH:7][CH:6]1[NH:21][C:22]([O:24][C:25]([CH3:28])([CH3:27])[CH3:26])=[O:23])(=[O:3])[CH3:2]. (9) Given the product [CH3:11][O:10][C:1](=[O:9])[C:2]1[CH:8]=[CH:7][CH:6]=[CH:5][C:3]=1[NH:4][C:23](=[O:24])[C:22]1[CH:26]=[CH:27][CH:28]=[CH:29][C:21]=1[N+:18]([O-:20])=[O:19], predict the reactants needed to synthesize it. The reactants are: [C:1]([O:10][CH3:11])(=[O:9])[C:2]1[C:3](=[CH:5][CH:6]=[CH:7][CH:8]=1)[NH2:4].N1C=CC=CC=1.[N+:18]([C:21]1[CH:29]=[CH:28][CH:27]=[CH:26][C:22]=1[C:23](Cl)=[O:24])([O-:20])=[O:19].